Dataset: Full USPTO retrosynthesis dataset with 1.9M reactions from patents (1976-2016). Task: Predict the reactants needed to synthesize the given product. (1) Given the product [CH3:31][O:30][C:29]1[CH:24]=[CH:25][C:26]([CH2:32][C:33]([OH:35])=[O:34])=[CH:27][C:28]=1[O:12][CH2:11][CH2:10][CH2:9][C:8]1[C:4]([CH2:1][CH2:2][CH3:3])=[N:5][N:6]([C:13]2[CH:18]=[CH:17][C:16]([C:19]([F:21])([F:20])[F:22])=[CH:15][N:14]=2)[CH:7]=1, predict the reactants needed to synthesize it. The reactants are: [CH2:1]([C:4]1[C:8]([CH2:9][CH2:10][CH2:11][OH:12])=[CH:7][N:6]([C:13]2[CH:18]=[CH:17][C:16]([C:19]([F:22])([F:21])[F:20])=[CH:15][N:14]=2)[N:5]=1)[CH2:2][CH3:3].O[C:24]1[CH:25]=[C:26]([CH2:32][C:33]([O:35]C)=[O:34])[CH:27]=[CH:28][C:29]=1[O:30][CH3:31].C(P(CCCC)CCCC)CCC.N(C(N1CCCCC1)=O)=NC(N1CCCCC1)=O. (2) The reactants are: [ClH:1].[CH2:2]([C:5]1[N:6]=[C:7]([NH2:10])[NH:8][CH:9]=1)[C:3]#[CH:4].[N:11]([CH2:14][C:15]1[CH:19]=[CH:18][O:17][CH:16]=1)=[N+:12]=[N-:13]. Given the product [ClH:1].[O:17]1[CH:18]=[CH:19][C:15]([CH2:14][N:11]2[CH:4]=[C:3]([CH2:2][C:5]3[N:6]=[C:7]([NH2:10])[NH:8][CH:9]=3)[N:13]=[N:12]2)=[CH:16]1, predict the reactants needed to synthesize it.